From a dataset of Full USPTO retrosynthesis dataset with 1.9M reactions from patents (1976-2016). Predict the reactants needed to synthesize the given product. (1) Given the product [F:1][C:2]1([F:58])[C:6]2[N:7]([CH2:14][C:15]([NH:17][C@H:18]([C:28]3[C:33]([C:34]4[CH:35]=[CH:36][CH:37]=[C:38]5[C:42]=4[N:41]([CH3:43])[N:40]=[C:39]5[NH:44][S:45]([CH3:48])(=[O:46])=[O:47])=[CH:32][CH:31]=[C:30]([C:49]#[C:50][C:51]4[N:63]([CH3:62])[CH:64]=[N:65][CH:55]=4)[N:29]=3)[CH2:19][C:20]3[CH:21]=[C:22]([F:27])[CH:23]=[C:24]([F:26])[CH:25]=3)=[O:16])[N:8]=[C:9]([C:10]([F:12])([F:11])[F:13])[C:5]=2[C@H:4]2[CH2:57][C@@H:3]12, predict the reactants needed to synthesize it. The reactants are: [F:1][C:2]1([F:58])[C:6]2[N:7]([CH2:14][C:15]([NH:17][C@H:18]([C:28]3[C:33]([C:34]4[CH:35]=[CH:36][CH:37]=[C:38]5[C:42]=4[N:41]([CH3:43])[N:40]=[C:39]5[NH:44][S:45]([CH3:48])(=[O:47])=[O:46])=[CH:32][CH:31]=[C:30]([C:49]#[C:50][C:51]4(O)[CH2:55]COC4)[N:29]=3)[CH2:19][C:20]3[CH:25]=[C:24]([F:26])[CH:23]=[C:22]([F:27])[CH:21]=3)=[O:16])[N:8]=[C:9]([C:10]([F:13])([F:12])[F:11])[C:5]=2[C@H:4]2[CH2:57][C@@H:3]12.C(C1[N:65](C)[CH:64]=[N:63][CH:62]=1)#C. (2) Given the product [I-:35].[Cl:2][C:3]1[CH:4]=[C:5]2[C:10](=[CH:11][CH:12]=1)[CH:9]=[C:8]([S:13]([N:16]1[CH2:17][CH2:18][N:19]([C:22]([C:24]3[S:25][C:26]4[CH2:27][NH:28][C:29]([CH3:36])([CH3:33])[CH2:30][C:31]=4[NH+:32]=3)=[O:23])[CH2:20][CH2:21]1)(=[O:14])=[O:15])[CH:7]=[CH:6]2, predict the reactants needed to synthesize it. The reactants are: Cl.[Cl:2][C:3]1[CH:4]=[C:5]2[C:10](=[CH:11][CH:12]=1)[CH:9]=[C:8]([S:13]([N:16]1[CH2:21][CH2:20][N:19]([C:22]([C:24]3[S:25][C:26]4[CH2:27][NH:28][CH:29]([CH3:33])[CH2:30][C:31]=4[N:32]=3)=[O:23])[CH2:18][CH2:17]1)(=[O:15])=[O:14])[CH:7]=[CH:6]2.C[I:35].[C:36](=O)([O-])[O-].[K+].[K+]. (3) Given the product [F:18][C:2]([F:1])([F:17])[C:3]1[CH:4]=[CH:5][C:6]2[N:7]([C:9]([C:12]([N:32]3[CH2:33][CH2:34][CH:29]([C:24]4[CH:25]=[CH:26][CH:27]=[CH:28][C:23]=4[C:22]([F:21])([F:35])[F:36])[CH2:30][CH2:31]3)=[O:14])=[N:10][N:11]=2)[CH:8]=1, predict the reactants needed to synthesize it. The reactants are: [F:1][C:2]([F:18])([F:17])[C:3]1[CH:4]=[CH:5][C:6]2[N:7]([C:9]([C:12]([O:14]CC)=O)=[N:10][N:11]=2)[CH:8]=1.Cl.Cl.[F:21][C:22]([F:36])([F:35])[C:23]1[CH:28]=[CH:27][CH:26]=[CH:25][C:24]=1[CH:29]1[CH2:34][CH2:33][NH:32][CH2:31][CH2:30]1.F[P-](F)(F)(F)(F)F.N1(O[P+](N(C)C)(N(C)C)N(C)C)C2C=CC=CC=2N=N1.CCN(C(C)C)C(C)C. (4) Given the product [Cl:16][C:17]1[CH:18]=[C:19]([N:3]2[C:4]3[CH:13]=[CH:12][C:11]4[C:6]([C:5]=3[N:1]=[CH:2]2)=[CH:7][CH:8]=[C:9]([CH:14]=[O:15])[CH:10]=4)[CH:20]=[C:21]([Cl:23])[CH:22]=1, predict the reactants needed to synthesize it. The reactants are: [N:1]1[C:5]2[C:6]3[C:11]([CH:12]=[CH:13][C:4]=2[NH:3][CH:2]=1)=[CH:10][C:9]([CH:14]=[O:15])=[CH:8][CH:7]=3.[Cl:16][C:17]1[CH:18]=[C:19](B(O)O)[CH:20]=[C:21]([Cl:23])[CH:22]=1.C(N(CC)CC)C.N1C=CC=CC=1. (5) Given the product [ClH:30].[Cl:30][C:24]1[CH:25]=[C:26]([F:29])[CH:27]=[CH:28][C:23]=1[C:22]([NH:21][C:17]1[CH:18]=[CH:19][CH:20]=[C:15]([O:14][CH:11]2[CH2:10][CH2:9][NH:8][CH2:13][CH2:12]2)[CH:16]=1)=[O:31], predict the reactants needed to synthesize it. The reactants are: C(OC([N:8]1[CH2:13][CH2:12][CH:11]([O:14][C:15]2[CH:20]=[CH:19][CH:18]=[C:17]([NH:21][C:22](=[O:31])[C:23]3[CH:28]=[CH:27][C:26]([F:29])=[CH:25][C:24]=3[Cl:30])[CH:16]=2)[CH2:10][CH2:9]1)=O)(C)(C)C.Cl. (6) Given the product [CH3:7][O:8][C:9](=[O:31])[CH2:10][C:11]1[CH:16]=[C:15]([O:17][CH2:36][CH2:35][N:34]([CH3:38])[CH3:33])[CH:14]=[C:13]([O:18][C:19]2[CH:24]=[CH:23][C:22]([S:25]([CH2:28][CH3:29])(=[O:27])=[O:26])=[CH:21][C:20]=2[Cl:30])[CH:12]=1, predict the reactants needed to synthesize it. The reactants are: C(=O)([O-])[O-].[K+].[K+].[CH3:7][O:8][C:9](=[O:31])[CH2:10][C:11]1[CH:16]=[C:15]([OH:17])[CH:14]=[C:13]([O:18][C:19]2[CH:24]=[CH:23][C:22]([S:25]([CH2:28][CH3:29])(=[O:27])=[O:26])=[CH:21][C:20]=2[Cl:30])[CH:12]=1.Cl.[CH3:33][N:34]([CH3:38])[CH2:35][CH2:36]Cl.O. (7) Given the product [Br:1][C:2]1[CH:19]=[CH:18][C:5]([N:6]([CH:12]2[CH2:17][CH2:16][CH2:15][CH2:14][CH2:13]2)[CH2:7][C:8]([F:11])([F:10])[CH3:9])=[C:4]([NH:20][C:32]([NH:31][C:28]2[CH:29]=[CH:30][C:25]([CH3:34])=[CH:26][CH:27]=2)=[O:33])[CH:3]=1, predict the reactants needed to synthesize it. The reactants are: [Br:1][C:2]1[CH:19]=[CH:18][C:5]([N:6]([CH:12]2[CH2:17][CH2:16][CH2:15][CH2:14][CH2:13]2)[CH2:7][C:8]([F:11])([F:10])[CH3:9])=[C:4]([N+:20]([O-])=O)[CH:3]=1.[Cl-].[NH4+].[C:25]1([CH3:34])[CH:30]=[CH:29][C:28]([N:31]=[C:32]=[O:33])=[CH:27][CH:26]=1.NO.NC(N)=O.ONC(N)=O. (8) Given the product [F:1][C:2]([F:23])([F:22])[C:3]1[CH:4]=[C:5]([C:6]([N:8]2[CH2:13][CH2:12][CH:11]([NH:29][C:28]3[CH:30]=[CH:31][C:25]([Cl:24])=[CH:26][CH:27]=3)[CH2:10][CH2:9]2)=[O:7])[CH:15]=[C:16]([C:18]([F:21])([F:20])[F:19])[CH:17]=1, predict the reactants needed to synthesize it. The reactants are: [F:1][C:2]([F:23])([F:22])[C:3]1[CH:4]=[C:5]([CH:15]=[C:16]([C:18]([F:21])([F:20])[F:19])[CH:17]=1)[C:6]([N:8]1[CH2:13][CH2:12][C:11](=O)[CH2:10][CH2:9]1)=[O:7].[Cl:24][C:25]1[CH:31]=[CH:30][C:28]([NH2:29])=[CH:27][CH:26]=1.C(O[BH-](OC(=O)C)OC(=O)C)(=O)C.[Na+].[OH-].[Na+].